This data is from Forward reaction prediction with 1.9M reactions from USPTO patents (1976-2016). The task is: Predict the product of the given reaction. (1) Given the reactants Br[C:2]1[O:6][C:5]([C:7]2[C:12]([CH2:13][CH3:14])=[CH:11][CH:10]=[CH:9][C:8]=2[CH2:15][CH3:16])=[N:4][C:3]=1[C:17]1[CH:22]=[CH:21][CH:20]=[CH:19][CH:18]=1.[Li]CCCC.[O:28]1CCC[CH2:29]1, predict the reaction product. The product is: [CH2:15]([C:8]1[CH:9]=[CH:10][CH:11]=[C:12]([CH2:13][CH3:14])[C:7]=1[C:5]1[O:6][C:2]([CH:29]=[O:28])=[C:3]([C:17]2[CH:22]=[CH:21][CH:20]=[CH:19][CH:18]=2)[N:4]=1)[CH3:16]. (2) Given the reactants [CH2:1]([O:8][C:9]1[C:13]([O:14][CH2:15][C:16]([O:18]C(C)(C)C)=[O:17])=[C:12]([C:23]([O:25][CH2:26][CH3:27])=[O:24])[N:11]([C:28]2[CH:33]=[CH:32][C:31]([O:34][CH3:35])=[CH:30][CH:29]=2)[C:10]=1[C:36]([O:38][CH2:39][CH3:40])=[O:37])[C:2]1[CH:7]=[CH:6][CH:5]=[CH:4][CH:3]=1.O1CCOCC1, predict the reaction product. The product is: [CH2:1]([O:8][C:9]1[C:13]([O:14][CH2:15][C:16]([OH:18])=[O:17])=[C:12]([C:23]([O:25][CH2:26][CH3:27])=[O:24])[N:11]([C:28]2[CH:29]=[CH:30][C:31]([O:34][CH3:35])=[CH:32][CH:33]=2)[C:10]=1[C:36]([O:38][CH2:39][CH3:40])=[O:37])[C:2]1[CH:7]=[CH:6][CH:5]=[CH:4][CH:3]=1. (3) The product is: [C:1]([O:4][CH2:5][C@H:6]1[CH2:11][C@@H:10]([O:12][C:13](=[O:15])[CH3:14])[CH2:9][CH2:8][C@@:7]1([C@H:17]1[CH2:25][CH2:24][C:23]2[C:22]([CH3:27])([CH3:26])[C@H:21]([OH:28])[CH2:20][C:19]=2[C@@H:18]1[CH2:29][OH:30])[CH3:16])(=[O:3])[CH3:2]. Given the reactants [C:1]([O:4][CH2:5][C@H:6]1[CH2:11][C@@H:10]([O:12][C:13](=[O:15])[CH3:14])[CH2:9][CH2:8][C@@:7]1([C@H:17]1[CH2:25][CH2:24][C:23]2[C:22]([CH3:27])([CH3:26])[C@H:21]([OH:28])[CH2:20][C:19]=2[C@@H:18]1[CH2:29][O:30][Si](C(C)(C)C)(C1C=CC=CC=1)C1C=CC=CC=1)[CH3:16])(=[O:3])[CH3:2].CCCC[N+](CCCC)(CCCC)CCCC.[F-], predict the reaction product. (4) Given the reactants C(OC1C=CC(C=O)=C(Br)C=1OC)(=O)C.[B:16]1([B:16]2[O:20][C:19]([CH3:22])([CH3:21])[C:18]([CH3:24])([CH3:23])[O:17]2)[O:20][C:19]([CH3:22])([CH3:21])[C:18]([CH3:24])([CH3:23])[O:17]1, predict the reaction product. The product is: [CH3:23][C:18]1([CH3:24])[C:19]([CH3:22])([CH3:21])[O:20][BH:16][O:17]1. (5) The product is: [Cl:1][C:2]1[C:10]2[N:6]([C:7]([CH2:14][CH2:15][O:16][CH3:17])=[CH:8][C:9]=2[C:11]([NH:18][CH2:19][C@@:20]2([OH:27])[CH2:25][CH2:24][CH2:23][C@@H:22]([CH3:26])[CH2:21]2)=[O:13])[CH:5]=[CH:4][CH:3]=1. Given the reactants [Cl:1][C:2]1[C:10]2[N:6]([C:7]([CH2:14][CH2:15][O:16][CH3:17])=[CH:8][C:9]=2[C:11]([OH:13])=O)[CH:5]=[CH:4][CH:3]=1.[NH2:18][CH2:19][C@@:20]1([OH:27])[CH2:25][CH2:24][CH2:23][C@@H:22]([CH3:26])[CH2:21]1, predict the reaction product.